From a dataset of Full USPTO retrosynthesis dataset with 1.9M reactions from patents (1976-2016). Predict the reactants needed to synthesize the given product. (1) The reactants are: [CH2:1]([O:3][C:4](=[O:35])[CH2:5][N:6]1[C:14]2[CH2:13][CH2:12][CH2:11][CH:10]([NH:15][S:16]([C:19]3[CH:24]=[C:23]([C:25]#[C:26][Si](C)(C)C)[CH:22]=[C:21]([C:31]([F:34])([F:33])[F:32])[CH:20]=3)(=[O:18])=[O:17])[C:9]=2[CH:8]=[N:7]1)[CH3:2].[F-].[K+]. Given the product [CH2:1]([O:3][C:4](=[O:35])[CH2:5][N:6]1[C:14]2[CH2:13][CH2:12][CH2:11][CH:10]([NH:15][S:16]([C:19]3[CH:20]=[C:21]([C:31]([F:33])([F:34])[F:32])[CH:22]=[C:23]([C:25]#[CH:26])[CH:24]=3)(=[O:18])=[O:17])[C:9]=2[CH:8]=[N:7]1)[CH3:2], predict the reactants needed to synthesize it. (2) Given the product [C:7]12([CH2:8][OH:10])[CH2:16][CH:15]1[CH2:14][CH2:13][CH2:18][CH2:17]2, predict the reactants needed to synthesize it. The reactants are: C([Zn]CC)C.F[C:7](F)(F)[C:8]([OH:10])=O.[C:13]1(CO)[CH2:18][CH2:17][CH2:16][CH2:15][CH:14]=1.